Dataset: Full USPTO retrosynthesis dataset with 1.9M reactions from patents (1976-2016). Task: Predict the reactants needed to synthesize the given product. (1) Given the product [ClH:40].[CH3:3][C:4]1([CH3:39])[C:12]2[C:7](=[CH:8][CH:9]=[C:10]([C:13]3[CH:18]=[CH:17][C:16]([C:19]([F:20])([F:22])[F:21])=[CH:15][CH:14]=3)[CH:11]=2)[N:6]([CH2:23][CH2:24][O:25][C:26]2[CH:31]=[CH:30][C:29]([CH2:32][C:33]([OH:35])=[O:34])=[CH:28][C:27]=2[F:38])[CH2:5]1, predict the reactants needed to synthesize it. The reactants are: [OH-].[Na+].[CH3:3][C:4]1([CH3:39])[C:12]2[C:7](=[CH:8][CH:9]=[C:10]([C:13]3[CH:18]=[CH:17][C:16]([C:19]([F:22])([F:21])[F:20])=[CH:15][CH:14]=3)[CH:11]=2)[N:6]([CH2:23][CH2:24][O:25][C:26]2[CH:31]=[CH:30][C:29]([CH2:32][C:33]([O:35]CC)=[O:34])=[CH:28][C:27]=2[F:38])[CH2:5]1.[ClH:40]. (2) Given the product [Br:22][C:5]1[CH:6]=[CH:7][C:8]2[C:9]3[C:14](=[CH:13][C:12]([C:15]4[CH:20]=[CH:19][CH:18]=[CH:17][CH:16]=4)=[CH:11][CH:10]=3)[C:2]([CH3:21])([CH3:1])[C:3]=2[CH:4]=1, predict the reactants needed to synthesize it. The reactants are: [CH3:1][C:2]1([CH3:21])[C:14]2[CH:13]=[C:12]([C:15]3[CH:20]=[CH:19][CH:18]=[CH:17][CH:16]=3)[CH:11]=[CH:10][C:9]=2[C:8]2[C:3]1=[CH:4][CH:5]=[CH:6][CH:7]=2.[Br:22]Br.O. (3) Given the product [CH3:44][O:43][C:40]1[CH:41]=[CH:42][C:37]([NH:61][C:54]2[C:55]3[C:60](=[CH:59][CH:58]=[CH:57][CH:56]=3)[C:51]([C:45]3[CH:46]=[CH:47][CH:48]=[CH:49][CH:50]=3)=[CH:52][CH:53]=2)=[CH:38][CH:39]=1, predict the reactants needed to synthesize it. The reactants are: CC(C)([O-])C.[Na+].COC1C=CC=C(OC)C=1C1C=CC=CC=1P(C1CCCCC1)C1CCCCC1.Br[C:37]1[CH:42]=[CH:41][C:40]([O:43][CH3:44])=[CH:39][CH:38]=1.[C:45]1([C:51]2[C:60]3[C:55](=[CH:56][CH:57]=[CH:58][CH:59]=3)[C:54]([NH2:61])=[CH:53][CH:52]=2)[CH:50]=[CH:49][CH:48]=[CH:47][CH:46]=1. (4) The reactants are: [CH2:1]([O:3][C:4](=[O:31])[C:5]([O:8][C:9]1[CH:14]=[CH:13][C:12]([O:15][CH2:16][CH2:17][C:18]2[N:19]=[C:20]([C:24]3[CH:29]=[CH:28][C:27](Br)=[CH:26][CH:25]=3)[O:21][C:22]=2[CH3:23])=[CH:11][CH:10]=1)([CH3:7])[CH3:6])[CH3:2].[N:32]1[CH:37]=[CH:36][CH:35]=[C:34](B(O)O)[CH:33]=1.C1(C)C=CC=CC=1.C(=O)([O-])[O-].[Na+].[Na+]. Given the product [CH2:1]([O:3][C:4](=[O:31])[C:5]([O:8][C:9]1[CH:14]=[CH:13][C:12]([O:15][CH2:16][CH2:17][C:18]2[N:19]=[C:20]([C:24]3[CH:29]=[CH:28][C:27]([C:34]4[CH:33]=[N:32][CH:37]=[CH:36][CH:35]=4)=[CH:26][CH:25]=3)[O:21][C:22]=2[CH3:23])=[CH:11][CH:10]=1)([CH3:7])[CH3:6])[CH3:2], predict the reactants needed to synthesize it. (5) Given the product [F:1][C:2]1[CH:3]=[C:4]([CH:10]([CH2:15][CH:16]2[CH2:21][CH2:20][O:19][CH2:18][CH2:17]2)[C:11](=[O:14])[CH2:12][CH2:13][C:28]([C:23]2[CH:24]=[CH:25][CH:26]=[CH:27][N:22]=2)=[O:29])[CH:5]=[CH:6][C:7]=1[S:8][CH3:9], predict the reactants needed to synthesize it. The reactants are: [F:1][C:2]1[CH:3]=[C:4]([CH:10]([CH2:15][CH:16]2[CH2:21][CH2:20][O:19][CH2:18][CH2:17]2)[C:11](=[O:14])[CH:12]=[CH2:13])[CH:5]=[CH:6][C:7]=1[S:8][CH3:9].[N:22]1[CH:27]=[CH:26][CH:25]=[CH:24][C:23]=1[CH:28]=[O:29].C(N(CC)CC)C. (6) Given the product [CH:13]1([C:11]2[N:12]=[C:7]([NH:26][C:27]3[CH:32]=[CH:31][C:30]([CH2:33][CH2:34][OH:35])=[CH:29][CH:28]=3)[C:8]3[S:21](=[O:23])(=[O:22])[CH2:20][CH2:19][CH2:18][C:9]=3[N:10]=2)[CH2:17][CH2:16][CH2:15][CH2:14]1, predict the reactants needed to synthesize it. The reactants are: FC(F)(F)S(O[C:7]1[C:8]2[S:21](=[O:23])(=[O:22])[CH2:20][CH2:19][CH2:18][C:9]=2[N:10]=[C:11]([CH:13]2[CH2:17][CH2:16][CH2:15][CH2:14]2)[N:12]=1)(=O)=O.[NH2:26][C:27]1[CH:32]=[CH:31][C:30]([CH2:33][CH2:34][OH:35])=[CH:29][CH:28]=1. (7) The reactants are: [Cl:1][C:2]1[CH:3]=[C:4]2[C:8](=[CH:9][C:10]=1[Cl:11])[CH2:7][N:6]([C:12]1[CH:17]=[CH:16][CH:15]=[CH:14][C:13]=1/[CH:18]=[CH:19]/[C:20]([O:22]C)=O)[CH2:5]2.[NH2:24][OH:25].[OH-].[Na+]. Given the product [Cl:1][C:2]1[CH:3]=[C:4]2[C:8](=[CH:9][C:10]=1[Cl:11])[CH2:7][N:6]([C:12]1[CH:17]=[CH:16][CH:15]=[CH:14][C:13]=1/[CH:18]=[CH:19]/[C:20]([NH:24][OH:25])=[O:22])[CH2:5]2, predict the reactants needed to synthesize it. (8) Given the product [CH3:17][C:4]1[CH2:5][CH2:6][C@@H:7]2[C@:12]([CH3:13])([CH2:11][CH2:10][CH2:9][C:8]2([CH3:14])[CH3:15])[C:3]=1[CH:2]=[O:1], predict the reactants needed to synthesize it. The reactants are: [OH:1][CH:2](C1C=C(C)C=C(OC)C=1)[C@@H:3]1[C@:12]2([CH3:13])[C@H:7]([C:8]([CH3:15])([CH3:14])[CH2:9][CH2:10][CH2:11]2)[CH2:6][CH2:5][C@@:4]1([CH3:17])O.CC1C=CC(S(O)(=O)=O)=CC=1.O. (9) Given the product [Si:1]([O:8][CH2:9][C:10]1[CH:15]=[CH:14][N:13]=[C:12]([NH:16][C:26]([NH:25][C:17](=[O:24])[C:18]2[CH:19]=[CH:20][CH:21]=[CH:22][CH:23]=2)=[S:27])[CH:11]=1)([C:4]([CH3:7])([CH3:6])[CH3:5])([CH3:3])[CH3:2], predict the reactants needed to synthesize it. The reactants are: [Si:1]([O:8][CH2:9][C:10]1[CH:15]=[CH:14][N:13]=[C:12]([NH2:16])[CH:11]=1)([C:4]([CH3:7])([CH3:6])[CH3:5])([CH3:3])[CH3:2].[C:17]([N:25]=[C:26]=[S:27])(=[O:24])[C:18]1[CH:23]=[CH:22][CH:21]=[CH:20][CH:19]=1.